This data is from Reaction yield outcomes from USPTO patents with 853,638 reactions. The task is: Predict the reaction yield, written as a fraction of the theoretical maximum amount of product (1.0 means a 100% yield; for example, 0.34 means a 34% yield). (1) The reactants are CC([O-])(C)C.[K+].[Br:7][C:8]1[CH:9]=[C:10]([CH2:14][OH:15])[CH:11]=[CH:12][CH:13]=1.Cl[C:17]1[N:22]=[C:21]([NH2:23])[C:20]([F:24])=[CH:19][N:18]=1. The catalyst is O. The product is [Br:7][C:8]1[CH:9]=[C:10]([CH:11]=[CH:12][CH:13]=1)[CH2:14][O:15][C:17]1[N:22]=[C:21]([NH2:23])[C:20]([F:24])=[CH:19][N:18]=1. The yield is 0.490. (2) The reactants are [NH2:1][C:2]1[CH:7]=[C:6]([Br:8])[CH:5]=[CH:4][C:3]=1[CH2:9][OH:10].[Cl:11][C:12]1[CH:13]=[CH:14][C:15]([O:22][CH3:23])=[C:16]([S:18](Cl)(=[O:20])=[O:19])[CH:17]=1. The catalyst is N1C=CC=CC=1. The product is [Br:8][C:6]1[CH:5]=[CH:4][C:3]([CH2:9][OH:10])=[C:2]([NH:1][S:18]([C:16]2[CH:17]=[C:12]([Cl:11])[CH:13]=[CH:14][C:15]=2[O:22][CH3:23])(=[O:19])=[O:20])[CH:7]=1. The yield is 0.820. (3) The reactants are [C:1]([NH:9][C:10]1[CH:30]=[CH:29][N:13]([C@@H:14]2[O:28][C@H:18]([CH2:19][O:20][Si:21]([C:24]([CH3:27])([CH3:26])[CH3:25])([CH3:23])[CH3:22])[C@@H:16]([OH:17])[CH2:15]2)[C:12](=[O:31])[N:11]=1)(=[O:8])[C:2]1[CH:7]=[CH:6][CH:5]=[CH:4][CH:3]=1.[CH3:32][S:33]([CH3:35])=O.C(OC(=O)C)(=O)C.C([O-])(O)=O.[Na+]. The catalyst is CCOC(C)=O.C(O)(=O)C. The product is [C:1]([NH:9][C:10]1[CH:30]=[CH:29][N:13]([C@@H:14]2[O:28][C@H:18]([CH2:19][O:20][Si:21]([C:24]([CH3:25])([CH3:26])[CH3:27])([CH3:23])[CH3:22])[C@@H:16]([O:17][CH2:32][S:33][CH3:35])[CH2:15]2)[C:12](=[O:31])[N:11]=1)(=[O:8])[C:2]1[CH:3]=[CH:4][CH:5]=[CH:6][CH:7]=1. The yield is 0.730. (4) The catalyst is CCOCC.C1COCC1. The yield is 0.520. The reactants are Br[CH:2]([CH2:5][CH3:6])[CH2:3][CH3:4].[Mg].[CH:8]([C:10]1[CH:15]=[CH:14][C:13]([NH:16][C:17](=[O:19])[CH3:18])=[CH:12][CH:11]=1)=[O:9].[NH4+].[Cl-]. The product is [CH2:3]([CH:2]([CH2:5][CH3:6])[CH:8]([C:10]1[CH:11]=[CH:12][C:13]([NH:16][C:17](=[O:19])[CH3:18])=[CH:14][CH:15]=1)[OH:9])[CH3:4]. (5) The reactants are Cl[CH2:2][CH2:3][N:4]([CH3:6])[CH3:5].[CH3:7][C:8]1([CH3:20])[C:12]([CH3:14])([CH3:13])[O:11][B:10]([C:15]2[CH:16]=[N:17][NH:18][CH:19]=2)[O:9]1.C(=O)([O-])[O-].[Cs+].[Cs+]. The catalyst is C(#N)C. The product is [CH3:5][N:4]([CH3:6])[CH2:3][CH2:2][N:18]1[CH:19]=[C:15]([B:10]2[O:9][C:8]([CH3:20])([CH3:7])[C:12]([CH3:14])([CH3:13])[O:11]2)[CH:16]=[N:17]1. The yield is 0.770. (6) The reactants are C(O[C:4](=[O:23])[CH:5]=[C:6]([NH:8][C:9]1[CH:14]=[CH:13][CH:12]=[C:11]([O:15][CH2:16][C:17]2[CH:22]=[CH:21][CH:20]=[CH:19][CH:18]=2)[CH:10]=1)[CH3:7])C.C1C=CC(C2C=CC=CC=2)=CC=1.C1C=CC(OC2C=CC=CC=2)=CC=1. The catalyst is CCCCCCC. The product is [CH2:16]([O:15][C:11]1[CH:10]=[C:9]2[C:14]([C:4]([OH:23])=[CH:5][C:6]([CH3:7])=[N:8]2)=[CH:13][CH:12]=1)[C:17]1[CH:18]=[CH:19][CH:20]=[CH:21][CH:22]=1. The yield is 0.350. (7) The reactants are [C:1]([C:3]1[CH:4]=[C:5](F)[CH:6]=[CH:7][C:8]=1[C:9]([F:12])([F:11])[F:10])#[N:2].[OH:14][C:15]1[CH:20]=[CH:19][C:18]([B:21]([OH:23])[OH:22])=[CH:17][CH:16]=1.C([O-])([O-])=O.[K+].[K+].CN(C=O)C.O. The catalyst is O. The product is [C:1]([C:3]1[CH:4]=[C:5]([CH:6]=[CH:7][C:8]=1[C:9]([F:12])([F:11])[F:10])[O:14][C:15]1[CH:20]=[CH:19][C:18]([B:21]([OH:23])[OH:22])=[CH:17][CH:16]=1)#[N:2]. The yield is 0.450. (8) The reactants are [CH3:1][O:2][CH2:3][CH:4]1[CH2:8][CH2:7][CH2:6][NH:5]1.CCN(C(C)C)C(C)C.[C:18]([C:20]1[CH:21]=[C:22]([CH3:27])[C:23](F)=[N:24][CH:25]=1)#[N:19]. The catalyst is C(O)CCC.C(OCC)(=O)C. The product is [CH3:1][O:2][CH2:3][CH:4]1[CH2:8][CH2:7][CH2:6][N:5]1[C:25]1[N:24]=[CH:23][C:22]([CH3:27])=[CH:21][C:20]=1[C:18]#[N:19]. The yield is 0.870. (9) The reactants are [NH2:1][NH2:2].[CH3:3][N:4]1[CH2:9][CH2:8][N:7]([S:10]([C:13]2[CH:14]=[N:15][CH:16]=[C:17]([CH:22]=2)[C:18](OC)=[O:19])(=[O:12])=[O:11])[CH2:6][CH2:5]1. The catalyst is CO. The product is [CH3:3][N:4]1[CH2:9][CH2:8][N:7]([S:10]([C:13]2[CH:14]=[N:15][CH:16]=[C:17]([CH:22]=2)[C:18]([NH:1][NH2:2])=[O:19])(=[O:12])=[O:11])[CH2:6][CH2:5]1. The yield is 0.800.